Predict the reactants needed to synthesize the given product. From a dataset of Full USPTO retrosynthesis dataset with 1.9M reactions from patents (1976-2016). (1) Given the product [CH3:10][C:8]1([CH3:11])[CH2:7][C:6]2[CH:12]=[C:2]([N:30]3[CH2:31][CH2:32][N:27]([C:21]4[CH:26]=[CH:25][CH:24]=[CH:23][CH:22]=4)[CH2:28][CH2:29]3)[C:3]([C:14]3[CH:19]=[CH:18][C:17]([CH3:20])=[CH:16][CH:15]=3)=[C:4]([CH3:13])[C:5]=2[O:9]1, predict the reactants needed to synthesize it. The reactants are: Br[C:2]1[C:3]([C:14]2[CH:19]=[CH:18][C:17]([CH3:20])=[CH:16][CH:15]=2)=[C:4]([CH3:13])[C:5]2[O:9][C:8]([CH3:11])([CH3:10])[CH2:7][C:6]=2[CH:12]=1.[C:21]1([N:27]2[CH2:32][CH2:31][NH:30][CH2:29][CH2:28]2)[CH:26]=[CH:25][CH:24]=[CH:23][CH:22]=1. (2) Given the product [CH2:8]=[CH:3][CH2:4][CH3:5].[CH2:8]=[CH:3][CH2:4][CH2:5][CH2:6][CH3:7], predict the reactants needed to synthesize it. The reactants are: C=C.[C:3]1(C)[CH:8]=[CH:7][CH:6]=[CH:5][CH:4]=1. (3) Given the product [ClH:41].[ClH:49].[NH2:8][CH2:9][CH2:10][NH:11][C:12]1[CH:13]=[C:14]([C:18]2[N:19]=[C:20]([S:23][CH2:24][C:25]([NH:27][CH:28]3[CH2:33][CH2:32][N:31]([CH2:34][C:35]4[CH:40]=[CH:39][C:38]([Cl:41])=[C:37]([Cl:42])[CH:36]=4)[CH2:30][CH2:29]3)=[O:26])[S:21][CH:22]=2)[CH:15]=[CH:16][CH:17]=1, predict the reactants needed to synthesize it. The reactants are: C(OC([NH:8][CH2:9][CH2:10][NH:11][C:12]1[CH:13]=[C:14]([C:18]2[N:19]=[C:20]([S:23][CH2:24][C:25]([NH:27][CH:28]3[CH2:33][CH2:32][N:31]([CH2:34][C:35]4[CH:40]=[CH:39][C:38]([Cl:41])=[C:37]([Cl:42])[CH:36]=4)[CH2:30][CH2:29]3)=[O:26])[S:21][CH:22]=2)[CH:15]=[CH:16][CH:17]=1)=O)(C)(C)C.C(OCC)(=O)C.[ClH:49]. (4) The reactants are: [N:1]1([C:6]2[CH:11]=[CH:10][C:9]([NH:12][C:13]([NH2:15])=[S:14])=[CH:8][CH:7]=2)[CH:5]=[N:4][CH:3]=[N:2]1.Cl[CH:17]([CH2:21][C:22]1[CH:27]=[CH:26][CH:25]=[C:24]([Cl:28])[CH:23]=1)[C:18](=O)[CH3:19].C(N(CC)C(C)C)(C)C.ClC(Cl)=O. Given the product [Cl:28][C:24]1[CH:23]=[C:22]([CH:27]=[CH:26][CH:25]=1)[CH2:21][C:17]1[S:14][C:13]([NH:12][C:9]2[CH:8]=[CH:7][C:6]([N:1]3[CH:5]=[N:4][CH:3]=[N:2]3)=[CH:11][CH:10]=2)=[N:15][C:18]=1[CH3:19], predict the reactants needed to synthesize it. (5) The reactants are: [Cl:1][C:2]1[N:10]=[C:9]2[C:5]([N:6]([CH2:11][C:12]3[CH:17]=[CH:16][C:15]([C:18]([F:21])([F:20])[F:19])=[CH:14][CH:13]=3)[CH:7]=[N:8]2)=[C:4](Cl)[N:3]=1.Cl.[CH:24]1([CH:28]([NH2:32])[CH2:29][CH:30]=[CH2:31])[CH2:27][CH2:26][CH2:25]1.C(=O)(O)[O-].[Na+]. Given the product [Cl:1][C:2]1[N:10]=[C:9]2[C:5]([N:6]([CH2:11][C:12]3[CH:17]=[CH:16][C:15]([C:18]([F:21])([F:20])[F:19])=[CH:14][CH:13]=3)[CH:7]=[N:8]2)=[C:4]([NH:32][C@@H:28]([CH:24]2[CH2:27][CH2:26][CH2:25]2)[CH2:29][CH:30]=[CH2:31])[N:3]=1, predict the reactants needed to synthesize it. (6) Given the product [C:1]([OH:4])(=[O:3])[CH3:2].[CH:22]1([C:12]2([C:8]3[CH:9]=[CH:10][CH:11]=[C:6]([C:29]4[CH:30]=[N:25][CH:26]=[N:27][CH:28]=4)[CH:7]=3)[C:20]3[C:15](=[CH:16][CH:17]=[CH:18][CH:19]=3)[C:14]([NH2:21])=[N:13]2)[CH2:24][CH2:23]1, predict the reactants needed to synthesize it. The reactants are: [C:1]([OH:4])(=[O:3])[CH3:2].Br[C:6]1[CH:7]=[C:8]([C:12]2([CH:22]3[CH2:24][CH2:23]3)[C:20]3[C:15](=[CH:16][CH:17]=[CH:18][CH:19]=3)[C:14]([NH2:21])=[N:13]2)[CH:9]=[CH:10][CH:11]=1.[N:25]1[CH:30]=[C:29](B(O)O)[CH:28]=[N:27][CH:26]=1.